This data is from Full USPTO retrosynthesis dataset with 1.9M reactions from patents (1976-2016). The task is: Predict the reactants needed to synthesize the given product. (1) Given the product [Cl:18][C:17]1[C:12]([O:11][C:8]2[CH:9]=[CH:10][C:5]([O:4][C:2]([N:33]3[CH2:34][CH2:35][N:30]([CH2:23][C:24]4[CH:25]=[CH:26][CH:27]=[CH:28][CH:29]=4)[CH2:31][CH2:32]3)=[O:3])=[CH:6][CH:7]=2)=[N:13][CH:14]=[C:15]([C:19]([F:22])([F:21])[F:20])[CH:16]=1, predict the reactants needed to synthesize it. The reactants are: Cl[C:2]([O:4][C:5]1[CH:10]=[CH:9][C:8]([O:11][C:12]2[C:17]([Cl:18])=[CH:16][C:15]([C:19]([F:22])([F:21])[F:20])=[CH:14][N:13]=2)=[CH:7][CH:6]=1)=[O:3].[CH2:23]([N:30]1[CH2:35][CH2:34][NH:33][CH2:32][CH2:31]1)[C:24]1[CH:29]=[CH:28][CH:27]=[CH:26][CH:25]=1. (2) Given the product [CH3:15][O:14][C:13]1[CH:12]=[CH:11][C:10]([C:16]2[N:21]=[C:20]([C:22]([OH:24])=[O:23])[C:19]([CH3:29])=[CH:18][CH:17]=2)=[C:9]([CH3:30])[C:8]=1[CH:2]1[C:3]2[C:60](=[O:72])[CH2:61][C:62]([CH3:64])([CH3:42])[CH2:67][C:68]=2[O:38][C:36]2[CH2:37][C:32]([CH3:40])([CH3:31])[CH2:33][C:34](=[O:39])[C:35]1=2, predict the reactants needed to synthesize it. The reactants are: N1CC[CH2:3][CH2:2]1.C([C:8]1[C:9]([CH3:30])=[C:10]([C:16]2[N:21]=[C:20]([C:22]([O:24]C(C)(C)C)=[O:23])[C:19]([CH3:29])=[CH:18][CH:17]=2)[CH:11]=[CH:12][C:13]=1[O:14][CH3:15])=O.[CH3:31][C:32]1([CH3:40])[CH2:37][C:36](=[O:38])[CH2:35][C:34](=[O:39])[CH2:33]1.O.[C:42]1(C)C=CC(S(O)(=O)=O)=CC=1.FC(F)(F)C(O)=O.[C:60]([OH:72])(=O)[CH2:61][C:62]([CH2:67][C:68](O)=O)([C:64](O)=O)O.[OH-].[Na+].